From a dataset of Catalyst prediction with 721,799 reactions and 888 catalyst types from USPTO. Predict which catalyst facilitates the given reaction. (1) Reactant: [OH:1][C@@H:2]([C:24]1[CH:29]=[CH:28][CH:27]=[CH:26][CH:25]=1)[CH2:3][NH:4][C:5]1[CH:10]=[CH:9][NH:8][C:7](=[O:11])[C:6]=1[C:12]1[NH:13][C:14]2[C:20]([C:21](O)=[O:22])=[CH:19][CH:18]=[CH:17][C:15]=2[N:16]=1.[CH2:30]([NH2:37])[C:31]1[CH:36]=[CH:35][CH:34]=[CH:33][CH:32]=1.CCN(C(C)C)C(C)C.CN(C(ON1N=NC2C=CC=NC1=2)=[N+](C)C)C.F[P-](F)(F)(F)(F)F.FC1C=C(C=CC=1)CNC(C1C2NC(C3C(=O)NC=CC=3NC[C@@H](O)C3C=CC=CC=3)=NC=2C=CC=1)=O. Product: [CH2:30]([NH:37][C:21]([C:20]1[C:14]2[NH:13][C:12]([C:6]3[C:7](=[O:11])[NH:8][CH:9]=[CH:10][C:5]=3[NH:4][CH2:3][C@@H:2]([OH:1])[C:24]3[CH:29]=[CH:28][CH:27]=[CH:26][CH:25]=3)=[N:16][C:15]=2[CH:17]=[CH:18][CH:19]=1)=[O:22])[C:31]1[CH:36]=[CH:35][CH:34]=[CH:33][CH:32]=1. The catalyst class is: 3. (2) Reactant: [NH2:1][CH2:2][C:3]1([CH2:9][NH2:10])[CH2:8][CH2:7][O:6][CH2:5][CH2:4]1.OO.[O-]Cl.[Na+]. Product: [CH2:9]1[C:3]2([CH2:8][CH2:7][O:6][CH2:5][CH2:4]2)[CH2:2][N:1]=[N:10]1. The catalyst class is: 72. (3) Reactant: Br[C:2]1[CH:3]=[N:4][C:5]([CH3:8])=[N:6][CH:7]=1.[C:9]1([CH2:15][N:16]2[CH2:20][CH:19]=[C:18](B3OC(C)(C)C(C)(C)O3)[CH2:17]2)[CH:14]=[CH:13][CH:12]=[CH:11][CH:10]=1.[F-].[Cs+]. Product: [CH3:8][C:5]1[N:4]=[CH:3][C:2]([C:18]2[CH2:17][N:16]([CH2:15][C:9]3[CH:14]=[CH:13][CH:12]=[CH:11][CH:10]=3)[CH2:20][CH:19]=2)=[CH:7][N:6]=1. The catalyst class is: 176. (4) Product: [Si:50]([O:67][CH2:68][CH2:69][N:70]([CH3:100])[CH2:71][CH2:72][C@@H:73]([NH:82][C:83]1[CH:88]=[CH:87][C:86]([S:89]([NH:92][C:25](=[O:26])[C:24]2[CH:28]=[CH:29][C:21]([N:18]3[CH2:19][CH2:20][CH:15]([C@H:14]([C:9]4[CH:10]=[CH:11][CH:12]=[CH:13][C:8]=4[C:5]4[CH:6]=[CH:7][C:2]([Cl:1])=[CH:3][CH:4]=4)[NH:30][S@:31]([C:33]([CH3:36])([CH3:35])[CH3:34])=[O:32])[CH2:16][CH2:17]3)=[CH:22][CH:23]=2)(=[O:90])=[O:91])=[CH:85][C:84]=1[S:93]([C:96]([F:98])([F:99])[F:97])(=[O:94])=[O:95])[CH2:74][S:75][C:76]1[CH:81]=[CH:80][CH:79]=[CH:78][CH:77]=1)([C:63]([CH3:64])([CH3:66])[CH3:65])([C:51]1[CH:52]=[CH:53][CH:54]=[CH:55][CH:56]=1)[C:57]1[CH:62]=[CH:61][CH:60]=[CH:59][CH:58]=1. The catalyst class is: 79. Reactant: [Cl:1][C:2]1[CH:7]=[CH:6][C:5]([C:8]2[CH:13]=[CH:12][CH:11]=[CH:10][C:9]=2[C@H:14]([NH:30][S@:31]([C:33]([CH3:36])([CH3:35])[CH3:34])=[O:32])[CH:15]2[CH2:20][CH2:19][N:18]([C:21]3[CH:29]=[CH:28][C:24]([C:25](O)=[O:26])=[CH:23][CH:22]=3)[CH2:17][CH2:16]2)=[CH:4][CH:3]=1.C(Cl)CCl.CCN(C(C)C)C(C)C.[Si:50]([O:67][CH2:68][CH2:69][N:70]([CH3:100])[CH2:71][CH2:72][C@@H:73]([NH:82][C:83]1[CH:88]=[CH:87][C:86]([S:89]([NH2:92])(=[O:91])=[O:90])=[CH:85][C:84]=1[S:93]([C:96]([F:99])([F:98])[F:97])(=[O:95])=[O:94])[CH2:74][S:75][C:76]1[CH:81]=[CH:80][CH:79]=[CH:78][CH:77]=1)([C:63]([CH3:66])([CH3:65])[CH3:64])([C:57]1[CH:62]=[CH:61][CH:60]=[CH:59][CH:58]=1)[C:51]1[CH:56]=[CH:55][CH:54]=[CH:53][CH:52]=1. (5) Reactant: [Li+].[OH-].C([O:6][CH2:7][C:8]1[C:13]([C:14]2[CH:19]=[CH:18][N:17]=[C:16]3[NH:20][C:21]([C:23]4[CH:28]=[CH:27][C:26]([N:29]([CH3:31])[CH3:30])=[CH:25][CH:24]=4)=[N:22][C:15]=23)=[CH:12][CH:11]=[CH:10][C:9]=1[N:32]1[C:38](=[O:39])[C:37]2[C:40]([F:47])=[CH:41][C:42]([CH:44]3[CH2:46][CH2:45]3)=[CH:43][C:36]=2[O:35][CH2:34][CH2:33]1)(=O)C. The catalyst class is: 30. Product: [CH:44]1([C:42]2[CH:41]=[C:40]([F:47])[C:37]3[C:38](=[O:39])[N:32]([C:9]4[CH:10]=[CH:11][CH:12]=[C:13]([C:14]5[CH:19]=[CH:18][N:17]=[C:16]6[NH:20][C:21]([C:23]7[CH:28]=[CH:27][C:26]([N:29]([CH3:30])[CH3:31])=[CH:25][CH:24]=7)=[N:22][C:15]=56)[C:8]=4[CH2:7][OH:6])[CH2:33][CH2:34][O:35][C:36]=3[CH:43]=2)[CH2:46][CH2:45]1. (6) Reactant: [OH:1][N:2]1[C:6](=[O:7])[C:5]2=[CH:8][CH:9]=[CH:10][CH:11]=[C:4]2[C:3]1=[O:12].[CH2:13]1[CH2:23][CH2:22]N2[C:16](=NCCC2)[CH2:15][CH2:14]1.C1(Br)CCCCC1. Product: [CH:13]1([O:1][N:2]2[C:3](=[O:12])[C:4]3[C:5](=[CH:8][CH:9]=[CH:10][CH:11]=3)[C:6]2=[O:7])[CH2:14][CH2:15][CH2:16][CH2:22][CH2:23]1. The catalyst class is: 3. (7) Reactant: N.[CH3:2][N:3]([CH2:5][C:6]1([C:21]2([OH:27])[CH2:26][CH2:25][CH2:24][CH2:23][CH2:22]2)[C:16]2[CH:15]=[C:14]3[C:10]([CH2:11][CH2:12][N:13]3S(C)(=O)=O)=[CH:9][C:8]=2[CH2:7]1)[CH3:4].[Na].[Cl-].[NH4+]. Product: [CH3:4][N:3]([CH2:5][C:6]1([C:21]2([OH:27])[CH2:26][CH2:25][CH2:24][CH2:23][CH2:22]2)[C:16]2[CH:15]=[C:14]3[C:10]([CH2:11][CH2:12][NH:13]3)=[CH:9][C:8]=2[CH2:7]1)[CH3:2]. The catalyst class is: 7. (8) Reactant: [CH2:1]([O:3][C:4](=[O:45])[C:5]([CH2:28][CH2:29][CH2:30][CH2:31][C:32]([CH2:43]C)([CH2:41]C)[CH2:33][O:34]C1CCCCO1)([CH2:11][CH2:12][CH2:13][CH2:14][C:15]([CH2:26]C)([CH2:24]C)[CH2:16][O:17]C1CCCCO1)[C:6]([O:8][CH2:9][CH3:10])=[O:7])[CH3:2].C(O)C. Product: [CH2:9]([O:8][C:6](=[O:7])[C:5]([CH2:28][CH2:29][CH2:30][CH2:31][C:32]([CH3:41])([CH3:43])[CH2:33][OH:34])([CH2:11][CH2:12][CH2:13][CH2:14][C:15]([CH3:24])([CH3:26])[CH2:16][OH:17])[C:4]([O:3][CH2:1][CH3:2])=[O:45])[CH3:10]. The catalyst class is: 126.